This data is from Forward reaction prediction with 1.9M reactions from USPTO patents (1976-2016). The task is: Predict the product of the given reaction. (1) Given the reactants [N:1]1([C:16]([O:18][C:19]([CH3:22])([CH3:21])[CH3:20])=[O:17])[CH2:6][CH2:5][C:4]2([CH:15]=[CH:14][C:13]3[C:8](=[CH:9][CH:10]=[CH:11][CH:12]=3)[O:7]2)[CH2:3][CH2:2]1.N1C=CC=CC=1.[OH:29]O.Cl[O-].[Na+], predict the reaction product. The product is: [N:1]1([C:16]([O:18][C:19]([CH3:22])([CH3:21])[CH3:20])=[O:17])[CH2:2][CH2:3][C:4]2([CH:15]3[O:29][CH:14]3[C:13]3[CH:12]=[CH:11][CH:10]=[CH:9][C:8]=3[O:7]2)[CH2:5][CH2:6]1. (2) The product is: [Cl-:1].[C:2]([NH:5][C:6]1[CH:25]=[CH:24][C:9]([NH:10][C:11]2[C:20]3[C:15](=[CH:16][CH:17]=[C:18]([NH2:21])[CH:19]=3)[NH+:14]=[CH:13][CH:12]=2)=[CH:8][CH:7]=1)(=[O:4])[CH3:3]. Given the reactants [Cl-:1].[C:2]([NH:5][C:6]1[CH:25]=[CH:24][C:9]([NH:10][C:11]2[C:20]3[C:15](=[CH:16][CH:17]=[C:18]([N+:21]([O-])=O)[CH:19]=3)[NH+:14]=[CH:13][CH:12]=2)=[CH:8][CH:7]=1)(=[O:4])[CH3:3], predict the reaction product. (3) Given the reactants NC1(C2C=CC(C3C(=O)C4C(OC=3C3C=CC=CC=3)=C3C(=CC=4)NN=C3)=CC=2)CCC1.C(OC(=O)[NH:38][C:39]1([C:43]2[CH:48]=[CH:47][C:46]([C:49]3[C:54](=[O:55])[C:53]4[CH:56]=[CH:57][C:58]5[NH:59][C:60](=[O:63])[NH:61][C:62]=5[C:52]=4[O:51][C:50]=3[C:64]3[CH:69]=[CH:68][CH:67]=[CH:66][CH:65]=3)=[CH:45][CH:44]=2)[CH2:42][CH2:41][CH2:40]1)(C)(C)C, predict the reaction product. The product is: [NH2:38][C:39]1([C:43]2[CH:44]=[CH:45][C:46]([C:49]3[C:54](=[O:55])[C:53]4[CH:56]=[CH:57][C:58]5[NH:59][C:60](=[O:63])[NH:61][C:62]=5[C:52]=4[O:51][C:50]=3[C:64]3[CH:69]=[CH:68][CH:67]=[CH:66][CH:65]=3)=[CH:47][CH:48]=2)[CH2:42][CH2:41][CH2:40]1. (4) Given the reactants [CH3:1][C:2]1[CH:3]=[C:4]([O:11][C:12]2[CH:19]=[CH:18][C:15]([CH:16]=[O:17])=[CH:14][CH:13]=2)[CH:5]=[CH:6][C:7]=1[N+:8]([O-:10])=[O:9].C1(C)C=CC(S(O)(=O)=O)=CC=1.[CH2:31](O)[CH2:32][OH:33], predict the reaction product. The product is: [CH3:1][C:2]1[CH:3]=[C:4]([O:11][C:12]2[CH:19]=[CH:18][C:15]([CH:16]3[O:33][CH2:32][CH2:31][O:17]3)=[CH:14][CH:13]=2)[CH:5]=[CH:6][C:7]=1[N+:8]([O-:10])=[O:9]. (5) Given the reactants [CH3:1][N:2]1[CH2:7][CH2:6][N:5]([C:8]2[C:13]([CH:14]=O)=[CH:12][CH:11]=[CH:10][N:9]=2)[CH2:4][CH2:3]1.C([N:19]1[CH2:23][CH2:22][CH2:21][C:20]1=[O:24])(=O)C.[H-].[Na+], predict the reaction product. The product is: [CH3:1][N:2]1[CH2:3][CH2:4][N:5]([C:8]2[C:13]([CH:14]=[C:21]3[CH2:22][CH2:23][NH:19][C:20]3=[O:24])=[CH:12][CH:11]=[CH:10][N:9]=2)[CH2:6][CH2:7]1. (6) Given the reactants [C:1](Cl)(=[O:4])[CH2:2][CH3:3].Cl.[CH3:7][O:8][C:9]1[CH:14]=[CH:13][C:12]([C:15]2[N:16]=[CH:17][N:18]([C:20]([N:22]([CH3:29])[CH:23]3[CH2:28][CH2:27][NH:26][CH2:25][CH2:24]3)=[O:21])[CH:19]=2)=[CH:11][C:10]=1[CH3:30].CCN(C(C)C)C(C)C.O, predict the reaction product. The product is: [CH3:7][O:8][C:9]1[CH:14]=[CH:13][C:12]([C:15]2[N:16]=[CH:17][N:18]([C:20]([N:22]([CH3:29])[CH:23]3[CH2:28][CH2:27][N:26]([C:1](=[O:4])[CH2:2][CH3:3])[CH2:25][CH2:24]3)=[O:21])[CH:19]=2)=[CH:11][C:10]=1[CH3:30].